This data is from Catalyst prediction with 721,799 reactions and 888 catalyst types from USPTO. The task is: Predict which catalyst facilitates the given reaction. (1) Reactant: [CH2:1]([O:3][C:4](=[O:25])[CH2:5][CH:6]([N:13]1[C:17]2[CH:18]=[CH:19][C:20]([C:22]([OH:24])=O)=[CH:21][C:16]=2[N:15]=[CH:14]1)[C:7]1[CH:12]=[CH:11][CH:10]=[CH:9][CH:8]=1)[CH3:2].C(N(CC)C(C)C)(C)C.CN(C(O[N:43]1N=N[C:45]2[CH:46]=[CH:47][CH:48]=[CH:49][C:44]1=2)=[N+](C)C)C.[B-](F)(F)(F)F.NC1C=CC=CC=1. Product: [NH:43]([C:22]([C:20]1[CH:19]=[CH:18][C:17]2[N:13]([CH:6]([C:7]3[CH:8]=[CH:9][CH:10]=[CH:11][CH:12]=3)[CH2:5][C:4]([O:3][CH2:1][CH3:2])=[O:25])[CH:14]=[N:15][C:16]=2[CH:21]=1)=[O:24])[C:44]1[CH:49]=[CH:48][CH:47]=[CH:46][CH:45]=1. The catalyst class is: 3. (2) Reactant: [S:1]1[C:5]2[CH:6]=[CH:7][CH:8]=[CH:9][C:4]=2[N:3]=[CH:2]1.C(=O)=O.CO.C([Li])CCC.CCCCCC.[C:26]([O:30][C:31]([NH:33][C@@H:34]([CH2:37][C:38]1[CH:43]=[CH:42][CH:41]=[CH:40][CH:39]=1)[CH:35]=[O:36])=[O:32])([CH3:29])([CH3:28])[CH3:27].[Cl-].[NH4+]. Product: [S:1]1[C:5]2[CH:6]=[CH:7][CH:8]=[CH:9][C:4]=2[N:3]=[C:2]1[CH:35]([OH:36])[C@@H:34]([NH:33][C:31]([O:30][C:26]([CH3:28])([CH3:27])[CH3:29])=[O:32])[CH2:37][C:38]1[CH:43]=[CH:42][CH:41]=[CH:40][CH:39]=1. The catalyst class is: 7. (3) Reactant: Br[CH:2]1CCC[CH2:4][N:3]1OC1C=CC=CC=1.C(=[NH:28])(C1C=CC=CC=1)C1C=CC=CC=1.C[C:30]([CH3:33])([O-:32])[CH3:31].[Na+].[C:35]1(C)[CH:40]=[CH:39][CH:38]=[CH:37][CH:36]=1. Product: [NH:3]1[CH2:4][CH2:33][CH:30]([O:32][C:37]2[CH:36]=[C:35]([NH2:28])[CH:40]=[CH:39][CH:38]=2)[CH2:31][CH2:2]1. The catalyst class is: 110. (4) Reactant: Cl.Cl.[NH:3]1[CH2:8][CH2:7][CH:6]([NH:9][C:10]2[C:15]([C:16]([NH2:18])=[O:17])=[CH:14][N:13]=[C:12]3[NH:19][CH:20]=[CH:21][C:11]=23)[CH2:5][CH2:4]1.[CH:22]([C:24]1[CH:31]=[CH:30][CH:29]=[CH:28][C:25]=1[C:26]#[N:27])=O.C([O-])(O)=O.[Na+].C(Cl)(Cl)Cl. Product: [C:26]([C:25]1[CH:28]=[CH:29][CH:30]=[CH:31][C:24]=1[CH2:22][N:3]1[CH2:8][CH2:7][CH:6]([NH:9][C:10]2[C:15]([C:16]([NH2:18])=[O:17])=[CH:14][N:13]=[C:12]3[NH:19][CH:20]=[CH:21][C:11]=23)[CH2:5][CH2:4]1)#[N:27]. The catalyst class is: 2.